This data is from Full USPTO retrosynthesis dataset with 1.9M reactions from patents (1976-2016). The task is: Predict the reactants needed to synthesize the given product. (1) Given the product [CH:4]1([S:5]([C:8]2[CH:9]=[CH:10][C:11]([OH:17])=[C:12]([CH:16]=2)[C:13]([OH:15])=[O:14])(=[O:7])=[O:6])[CH2:2][CH2:3]1, predict the reactants needed to synthesize it. The reactants are: Cl[CH2:2][CH2:3][CH2:4][S:5]([C:8]1[CH:9]=[CH:10][C:11]([OH:17])=[C:12]([CH:16]=1)[C:13]([OH:15])=[O:14])(=[O:7])=[O:6].C[Si]([N-][Si](C)(C)C)(C)C.[K+]. (2) Given the product [OH:12][C:11]1[C:10]([CH3:16])=[CH:9][C:8]([N:17]2[CH2:21][CH2:20][O:19][C:18]2=[O:22])=[CH:7][C:6]=1[O:5][CH3:4], predict the reactants needed to synthesize it. The reactants are: Cl.CO.[CH3:4][O:5][C:6]1[CH:7]=[C:8]([N:17]2[CH2:21][CH2:20][O:19][C:18]2=[O:22])[CH:9]=[C:10]([CH3:16])[C:11]=1[O:12]COC. (3) Given the product [CH3:1][C:2]1([CH3:23])[C:10]2[C:5](=[CH:6][CH:7]=[CH:8][C:9]=2[O:11][C:12]2[CH:13]=[N+:14]([O-:32])[C:15]3[C:20]([CH:21]=2)=[CH:19][CH:18]=[CH:17][CH:16]=3)[CH2:4][CH2:3]1, predict the reactants needed to synthesize it. The reactants are: [CH3:1][C:2]1([CH3:23])[C:10]2[C:5](=[CH:6][CH:7]=[CH:8][C:9]=2[O:11][C:12]2[C:13](=O)[NH:14][C:15]3[C:20]([CH:21]=2)=[CH:19][CH:18]=[CH:17][CH:16]=3)[CH2:4][CH2:3]1.C1C=C(Cl)C=C(C(OO)=[O:32])C=1. (4) Given the product [O:19]1[CH2:24][CH2:23][CH:22]([CH2:25][NH:26][C:12]([C:9]2[CH:8]=[C:7]([CH2:6][O:5][CH2:4][C:3]3[CH:15]=[CH:16][CH:17]=[CH:18][C:2]=3[Cl:1])[O:11][N:10]=2)=[O:14])[CH2:21][CH2:20]1, predict the reactants needed to synthesize it. The reactants are: [Cl:1][C:2]1[CH:18]=[CH:17][CH:16]=[CH:15][C:3]=1[CH2:4][O:5][CH2:6][C:7]1[O:11][N:10]=[C:9]([C:12]([OH:14])=O)[CH:8]=1.[O:19]1[CH2:24][CH2:23][CH:22]([CH2:25][NH2:26])[CH2:21][CH2:20]1.O1CCCC1.F[P-](F)(F)(F)(F)F.N1(O[P+](N2CCCC2)(N2CCCC2)N2CCCC2)C2C=CC=CC=2N=N1. (5) Given the product [NH:11]1[C:12]2[C:17](=[CH:16][CH:15]=[CH:14][CH:13]=2)[C:9]([C:7]2[N:6]=[C:5]([NH2:28])[N:4]=[C:3]([NH:2][CH3:1])[CH:8]=2)=[CH:10]1, predict the reactants needed to synthesize it. The reactants are: [CH3:1][NH:2][C:3]1[CH:8]=[C:7]([C:9]2[C:17]3[C:12](=[CH:13][CH:14]=[CH:15][CH:16]=3)[N:11](S(C3C=CC(C)=CC=3)(=O)=O)[CH:10]=2)[N:6]=[C:5]([NH2:28])[N:4]=1.[OH-].[Na+]. (6) Given the product [Cl:1][CH2:2][C:3]1[CH:4]=[C:5]([C:27]2[CH:26]=[CH:25][N:24]=[C:23]([O:22][CH:21]([F:20])[F:38])[CH:28]=2)[C:6]([O:9][CH3:10])=[N:7][CH:8]=1, predict the reactants needed to synthesize it. The reactants are: [Cl:1][CH2:2][C:3]1[CH:4]=[C:5](C2C=CN=C(OCC)C=2)[C:6]([O:9][CH3:10])=[N:7][CH:8]=1.[F:20][CH:21]([F:38])[O:22][C:23]1[CH:28]=[C:27](B2OC(C)(C)C(C)(C)O2)[CH:26]=[CH:25][N:24]=1.BrC1C=C(CO)C=NC=1OC. (7) The reactants are: [C:1]([C@:4]([NH:14][C:15](=[O:24])[O:16][CH2:17][C:18]1[CH:23]=[CH:22][N:21]=[CH:20][CH:19]=1)([CH3:13])[CH2:5][C:6]1[CH:11]=[CH:10][C:9]([OH:12])=[CH:8][CH:7]=1)([OH:3])=O.CCN(C(C)C)C(C)C.CN(C(ON1N=NC2C=CC=CC1=2)=[N+](C)C)C.F[P-](F)(F)(F)(F)F.[CH2:58]([NH2:65])[C:59]1[CH:64]=[CH:63][CH:62]=[CH:61][CH:60]=1. Given the product [N:21]1[CH:22]=[CH:23][C:18]([CH2:17][O:16][C:15](=[O:24])[NH:14][C@:4]([CH2:5][C:6]2[CH:11]=[CH:10][C:9]([OH:12])=[CH:8][CH:7]=2)([CH3:13])[C:1]([NH:65][CH2:58][C:59]2[CH:64]=[CH:63][CH:62]=[CH:61][CH:60]=2)=[O:3])=[CH:19][CH:20]=1, predict the reactants needed to synthesize it. (8) Given the product [Cl:15][C:16]1[CH:21]=[CH:20][C:19]([C:2]2[N:6]3[N:7]=[CH:8][C:9]([C:11]([F:14])([F:13])[F:12])=[N:10][C:5]3=[N:4][CH:3]=2)=[CH:18][C:17]=1[C:30]1[CH:31]=[N:32][CH:33]=[CH:34][CH:35]=1, predict the reactants needed to synthesize it. The reactants are: Br[C:2]1[N:6]2[N:7]=[CH:8][C:9]([C:11]([F:14])([F:13])[F:12])=[N:10][C:5]2=[N:4][CH:3]=1.[Cl:15][C:16]1[CH:21]=[CH:20][C:19](B2OCC(C)(C)CO2)=[CH:18][C:17]=1[C:30]1[CH:31]=[N:32][CH:33]=[CH:34][CH:35]=1.C([O-])([O-])=O.[Na+].[Na+].